From a dataset of Full USPTO retrosynthesis dataset with 1.9M reactions from patents (1976-2016). Predict the reactants needed to synthesize the given product. (1) Given the product [CH3:16][C:13]1[N:14]=[CH:15][N:11]([CH2:10][C:9]([OH:17])=[O:8])[N:12]=1, predict the reactants needed to synthesize it. The reactants are: C([O:8][C:9](=[O:17])[CH2:10][N:11]1[CH:15]=[N:14][C:13]([CH3:16])=[N:12]1)C1C=CC=CC=1. (2) Given the product [Cl:26][CH2:25][C@H:13]1[C:12]2[C:16](=[CH:17][C:9]([OH:8])=[C:10]3[CH:29]=[C:28]([CH3:30])[S:27][C:11]3=2)[N:15]([C:18]([O:20][C:21]([CH3:24])([CH3:23])[CH3:22])=[O:19])[CH2:14]1, predict the reactants needed to synthesize it. The reactants are: C([O:8][C:9]1[CH:17]=[C:16]2[C:12]([C@H:13]([CH2:25][Cl:26])[CH2:14][N:15]2[C:18]([O:20][C:21]([CH3:24])([CH3:23])[CH3:22])=[O:19])=[C:11]2[S:27][C:28]([CH3:30])=[CH:29][C:10]=12)C1C=CC=CC=1.[NH4+].C([O-])=O. (3) Given the product [O:24]1[C:28]2[CH:29]=[CH:30][CH:31]=[CH:32][C:27]=2[CH:26]=[C:25]1[S:33]([NH:1][C:2]1[CH:7]=[C:6]([Cl:8])[CH:5]=[CH:4][C:3]=1[S:9][CH2:10][C:11]1[N:12]=[C:13]([NH:16][C:17](=[O:23])[O:18][C:19]([CH3:20])([CH3:22])[CH3:21])[S:14][CH:15]=1)(=[O:35])=[O:34], predict the reactants needed to synthesize it. The reactants are: [NH2:1][C:2]1[CH:7]=[C:6]([Cl:8])[CH:5]=[CH:4][C:3]=1[S:9][CH2:10][C:11]1[N:12]=[C:13]([NH:16][C:17](=[O:23])[O:18][C:19]([CH3:22])([CH3:21])[CH3:20])[S:14][CH:15]=1.[O:24]1[C:28]2[CH:29]=[CH:30][CH:31]=[CH:32][C:27]=2[CH:26]=[C:25]1[S:33](Cl)(=[O:35])=[O:34]. (4) Given the product [Cl:1][C:2]1[CH:25]=[CH:24][C:5]([CH2:6][N:7]2[C:15]3[C:10](=[CH:11][C:12](/[CH:16]=[C:17]4/[C:18](=[O:23])[N:19]([CH2:32][C:33]5[CH:38]=[CH:37][CH:36]=[CH:35][N:34]=5)[C:20](=[O:22])[S:21]/4)=[CH:13][CH:14]=3)[CH:9]=[N:8]2)=[C:4]([C:26]([F:27])([F:29])[F:28])[CH:3]=1, predict the reactants needed to synthesize it. The reactants are: [Cl:1][C:2]1[CH:25]=[CH:24][C:5]([CH2:6][N:7]2[C:15]3[C:10](=[CH:11][C:12](/[CH:16]=[C:17]4/[C:18](=[O:23])[NH:19][C:20](=[O:22])[S:21]/4)=[CH:13][CH:14]=3)[CH:9]=[N:8]2)=[C:4]([C:26]([F:29])([F:28])[F:27])[CH:3]=1.Br.Br[CH2:32][C:33]1[CH:38]=[CH:37][CH:36]=[CH:35][N:34]=1. (5) The reactants are: [C:1]([C:4]1[CH:5]=[CH:6][C:7]([N:25]2[CH2:30][CH2:29][CH2:28][C@@H:27]([NH:31]C(=O)OC(C)(C)C)[CH2:26]2)=[N:8][C:9]=1[NH:10][C:11]1[CH:16]=[CH:15][C:14]([C:17]([N:19]2[CH2:24][CH2:23][O:22][CH2:21][CH2:20]2)=[O:18])=[CH:13][CH:12]=1)(=[O:3])[NH2:2].C(O)(C(F)(F)F)=O. Given the product [NH2:31][C@@H:27]1[CH2:28][CH2:29][CH2:30][N:25]([C:7]2[CH:6]=[CH:5][C:4]([C:1]([NH2:2])=[O:3])=[C:9]([NH:10][C:11]3[CH:12]=[CH:13][C:14]([C:17]([N:19]4[CH2:24][CH2:23][O:22][CH2:21][CH2:20]4)=[O:18])=[CH:15][CH:16]=3)[N:8]=2)[CH2:26]1, predict the reactants needed to synthesize it. (6) The reactants are: [C:1]1([C:7]2[S:8][C:9]([C:18]([O:20][CH2:21][CH3:22])=[O:19])=[C:10]([C:12]3[CH:17]=[CH:16][CH:15]=[CH:14][CH:13]=3)[N:11]=2)C=[CH:5][CH:4]=[CH:3][CH:2]=1.O=C(C1C=CC=CC=1)C(OS(C1C=CC(C)=CC=1)(=O)=O)C(OCC)=O.[N:48]1C=CC=CC=1C(=S)N. Given the product [C:12]1([C:10]2[N:11]=[C:7]([C:1]3[CH:2]=[CH:3][CH:4]=[CH:5][N:48]=3)[S:8][C:9]=2[C:18]([O:20][CH2:21][CH3:22])=[O:19])[CH:17]=[CH:16][CH:15]=[CH:14][CH:13]=1, predict the reactants needed to synthesize it.